From a dataset of Peptide-MHC class I binding affinity with 185,985 pairs from IEDB/IMGT. Regression. Given a peptide amino acid sequence and an MHC pseudo amino acid sequence, predict their binding affinity value. This is MHC class I binding data. (1) The peptide sequence is LPYEGGAAL. The MHC is HLA-B14:02 with pseudo-sequence HLA-B14:02. The binding affinity (normalized) is 0.431. (2) The peptide sequence is SQIETGTPF. The MHC is HLA-A01:01 with pseudo-sequence HLA-A01:01. The binding affinity (normalized) is 0.0847. (3) The peptide sequence is IHAKHEWMTT. The MHC is HLA-A32:01 with pseudo-sequence HLA-A32:01. The binding affinity (normalized) is 0.209. (4) The MHC is HLA-B40:01 with pseudo-sequence HLA-B40:01. The binding affinity (normalized) is 0.494. The peptide sequence is EETLLTTWL. (5) The peptide sequence is MLSPMLHHW. The MHC is HLA-B15:17 with pseudo-sequence HLA-B15:17. The binding affinity (normalized) is 0.907. (6) The peptide sequence is RYDYANLCQ. The MHC is HLA-B15:01 with pseudo-sequence HLA-B15:01. The binding affinity (normalized) is 0.0847.